This data is from Full USPTO retrosynthesis dataset with 1.9M reactions from patents (1976-2016). The task is: Predict the reactants needed to synthesize the given product. (1) Given the product [CH3:1][O:2][C:3]1[CH:4]=[C:5]2[C:9](=[CH:10][C:11]=1[O:12][CH3:13])[C:8](=[O:14])[C:7](=[CH:21][C:18]1[CH:19]=[CH:20][N:15]=[CH:16][CH:17]=1)[CH2:6]2, predict the reactants needed to synthesize it. The reactants are: [CH3:1][O:2][C:3]1[CH:4]=[C:5]2[C:9](=[CH:10][C:11]=1[O:12][CH3:13])[C:8](=[O:14])[CH2:7][CH2:6]2.[N:15]1[CH:20]=[CH:19][C:18]([CH:21]=O)=[CH:17][CH:16]=1.[OH-].[Na+]. (2) Given the product [CH3:1][O:2][C:3](=[O:27])/[CH:4]=[CH:5]/[C:6]1[CH:7]=[C:8]2[C:23](=[CH:24][CH:25]=1)[O:22][C:11]1([CH2:14][N:13]([C:15](=[O:17])[C:29]3[CH:34]=[CH:33][CH:32]=[CH:31][CH:30]=3)[CH2:12]1)[CH2:10][C:9]2=[O:26], predict the reactants needed to synthesize it. The reactants are: [CH3:1][O:2][C:3](=[O:27])/[CH:4]=[CH:5]/[C:6]1[CH:7]=[C:8]2[C:23](=[CH:24][CH:25]=1)[O:22][C:11]1([CH2:14][N:13]([C:15]([O:17]C(C)(C)C)=O)[CH2:12]1)[CH2:10][C:9]2=[O:26].C(Cl)(=O)[C:29]1[CH:34]=[CH:33][CH:32]=[CH:31][CH:30]=1.CCN(C(C)C)C(C)C. (3) The reactants are: Cl.[NH2:2][C@H:3]1[CH2:9][CH2:8][CH2:7][CH2:6][N:5]([CH:10]([CH3:12])[CH3:11])[C:4]1=[O:13].Br[C:15]1[CH:19]=[C:18]([C:20]#[C:21][C:22]([CH3:25])([CH3:24])[CH3:23])[S:17][C:16]=1[C:26]([O:28][CH3:29])=[O:27]. Given the product [CH3:23][C:22]([CH3:25])([CH3:24])[C:21]#[C:20][C:18]1[S:17][C:16]([C:26]([O:28][CH3:29])=[O:27])=[C:15]([NH:2][C@H:3]2[CH2:9][CH2:8][CH2:7][CH2:6][N:5]([CH:10]([CH3:11])[CH3:12])[C:4]2=[O:13])[CH:19]=1, predict the reactants needed to synthesize it. (4) Given the product [CH2:1]([O:3][C:4](=[O:10])[C:5](=[N:8][OH:9])[CH2:6][C:15]1[C:14]2[C:18](=[CH:19][CH:20]=[C:12]([Br:11])[CH:13]=2)[NH:17][CH:16]=1)[CH3:2], predict the reactants needed to synthesize it. The reactants are: [CH2:1]([O:3][C:4](=[O:10])[C:5](=[N:8][OH:9])[CH2:6]Br)[CH3:2].[Br:11][C:12]1[CH:13]=[C:14]2[C:18](=[CH:19][CH:20]=1)[NH:17][CH:16]=[CH:15]2.C([O-])([O-])=O.[Na+].[Na+].